From a dataset of NCI-60 drug combinations with 297,098 pairs across 59 cell lines. Regression. Given two drug SMILES strings and cell line genomic features, predict the synergy score measuring deviation from expected non-interaction effect. (1) Drug 2: CCN(CC)CCNC(=O)C1=C(NC(=C1C)C=C2C3=C(C=CC(=C3)F)NC2=O)C. Synergy scores: CSS=12.3, Synergy_ZIP=-4.46, Synergy_Bliss=1.05, Synergy_Loewe=-6.10, Synergy_HSA=-1.11. Drug 1: C1CCC(CC1)NC(=O)N(CCCl)N=O. Cell line: MALME-3M. (2) Drug 1: CC1=C(C(CCC1)(C)C)C=CC(=CC=CC(=CC(=O)O)C)C. Drug 2: CC=C1C(=O)NC(C(=O)OC2CC(=O)NC(C(=O)NC(CSSCCC=C2)C(=O)N1)C(C)C)C(C)C. Cell line: T-47D. Synergy scores: CSS=22.6, Synergy_ZIP=-2.42, Synergy_Bliss=0.743, Synergy_Loewe=1.36, Synergy_HSA=5.38.